This data is from Peptide-MHC class I binding affinity with 185,985 pairs from IEDB/IMGT. The task is: Regression. Given a peptide amino acid sequence and an MHC pseudo amino acid sequence, predict their binding affinity value. This is MHC class I binding data. (1) The peptide sequence is IKLEPVHGVY. The MHC is HLA-B08:01 with pseudo-sequence HLA-B08:01. The binding affinity (normalized) is 0.581. (2) The peptide sequence is DERGESII. The MHC is HLA-B40:01 with pseudo-sequence HLA-B40:01. The binding affinity (normalized) is 0. (3) The peptide sequence is RLGKGYMF. The MHC is HLA-A24:02 with pseudo-sequence HLA-A24:02. The binding affinity (normalized) is 0.677.